This data is from NCI-60 drug combinations with 297,098 pairs across 59 cell lines. The task is: Regression. Given two drug SMILES strings and cell line genomic features, predict the synergy score measuring deviation from expected non-interaction effect. (1) Drug 1: CC1=C(C=C(C=C1)C(=O)NC2=CC(=CC(=C2)C(F)(F)F)N3C=C(N=C3)C)NC4=NC=CC(=N4)C5=CN=CC=C5. Drug 2: CC1=C(C(=CC=C1)Cl)NC(=O)C2=CN=C(S2)NC3=CC(=NC(=N3)C)N4CCN(CC4)CCO. Cell line: BT-549. Synergy scores: CSS=-1.43, Synergy_ZIP=3.28, Synergy_Bliss=3.54, Synergy_Loewe=-2.32, Synergy_HSA=-1.96. (2) Drug 1: CCC(=C(C1=CC=CC=C1)C2=CC=C(C=C2)OCCN(C)C)C3=CC=CC=C3.C(C(=O)O)C(CC(=O)O)(C(=O)O)O. Drug 2: CS(=O)(=O)CCNCC1=CC=C(O1)C2=CC3=C(C=C2)N=CN=C3NC4=CC(=C(C=C4)OCC5=CC(=CC=C5)F)Cl. Cell line: SK-MEL-28. Synergy scores: CSS=-5.73, Synergy_ZIP=2.18, Synergy_Bliss=3.59, Synergy_Loewe=-9.27, Synergy_HSA=-7.28. (3) Drug 1: CC1=C(N=C(N=C1N)C(CC(=O)N)NCC(C(=O)N)N)C(=O)NC(C(C2=CN=CN2)OC3C(C(C(C(O3)CO)O)O)OC4C(C(C(C(O4)CO)O)OC(=O)N)O)C(=O)NC(C)C(C(C)C(=O)NC(C(C)O)C(=O)NCCC5=NC(=CS5)C6=NC(=CS6)C(=O)NCCC[S+](C)C)O. Drug 2: N.N.Cl[Pt+2]Cl. Cell line: SF-295. Synergy scores: CSS=48.0, Synergy_ZIP=1.82, Synergy_Bliss=2.91, Synergy_Loewe=-8.23, Synergy_HSA=5.19. (4) Drug 1: CC(C)CN1C=NC2=C1C3=CC=CC=C3N=C2N. Drug 2: CC1C(C(CC(O1)OC2CC(CC3=C2C(=C4C(=C3O)C(=O)C5=CC=CC=C5C4=O)O)(C(=O)C)O)N)O. Cell line: HOP-92. Synergy scores: CSS=58.1, Synergy_ZIP=2.98, Synergy_Bliss=3.76, Synergy_Loewe=9.11, Synergy_HSA=11.1.